From a dataset of Forward reaction prediction with 1.9M reactions from USPTO patents (1976-2016). Predict the product of the given reaction. The product is: [C:1]([O:34][CH:18]([C@@H:19]1[C@:28]2([CH3:29])[C@H:23]([C:24]([CH3:30])([CH3:31])[CH2:25][CH2:26][CH2:27]2)[CH2:22][CH2:21][C@:20]1([OH:32])[CH3:33])[C:12]1[CH:13]=[C:14]([O:16][CH3:17])[CH:15]=[C:10]([O:9][CH3:8])[CH:11]=1)(=[O:3])[CH3:2]. Given the reactants [C:1](OC(=O)C)(=[O:3])[CH3:2].[CH3:8][O:9][C:10]1[CH:11]=[C:12]([CH:18]([OH:34])[C@@H:19]2[C@:28]3([CH3:29])[C@H:23]([C:24]([CH3:31])([CH3:30])[CH2:25][CH2:26][CH2:27]3)[CH2:22][CH2:21][C@@:20]2([CH3:33])[OH:32])[CH:13]=[C:14]([O:16][CH3:17])[CH:15]=1.CCN(CC)CC, predict the reaction product.